From a dataset of TCR-epitope binding with 47,182 pairs between 192 epitopes and 23,139 TCRs. Binary Classification. Given a T-cell receptor sequence (or CDR3 region) and an epitope sequence, predict whether binding occurs between them. (1) The epitope is KLMNIQQKL. The TCR CDR3 sequence is CASSSGNYEQYF. Result: 1 (the TCR binds to the epitope). (2) The epitope is AIMTRCLAV. The TCR CDR3 sequence is CASSSLWPANTGELFF. Result: 1 (the TCR binds to the epitope).